From a dataset of Reaction yield outcomes from USPTO patents with 853,638 reactions. Predict the reaction yield, written as a fraction of the theoretical maximum amount of product (1.0 means a 100% yield; for example, 0.34 means a 34% yield). (1) The reactants are [OH-].[K+].[CH2:3]([O:5][C:6]([C:8]1[N:9](C(=O)C)[C:10]2[C:15]([C:16]=1[NH2:17])=[CH:14][CH:13]=[C:12]([Cl:18])[CH:11]=2)=[O:7])[CH3:4]. The catalyst is O. The product is [NH2:17][C:16]1[C:15]2[C:10](=[CH:11][C:12]([Cl:18])=[CH:13][CH:14]=2)[NH:9][C:8]=1[C:6]([O:5][CH2:3][CH3:4])=[O:7]. The yield is 0.810. (2) The reactants are Cl.[CH3:2][NH:3][O:4][CH3:5].[Cl-].C[Al+]C.CO[C:12]([C:14]1[S:18][C:17]([C:19]2[CH:24]=[CH:23][CH:22]=[CH:21][CH:20]=2)=[N:16][C:15]=1[CH2:25][O:26][CH3:27])=[O:13]. The catalyst is C(Cl)Cl. The product is [CH3:5][O:4][N:3]([CH3:2])[C:12]([C:14]1[S:18][C:17]([C:19]2[CH:20]=[CH:21][CH:22]=[CH:23][CH:24]=2)=[N:16][C:15]=1[CH2:25][O:26][CH3:27])=[O:13]. The yield is 0.970. (3) The reactants are CS(OC[CH:7]1[CH2:12][CH2:11][CH:10]([NH:13][C:14]2[C:23]3[C:18](=[CH:19][CH:20]=[C:21]([Cl:24])[N:22]=3)[N:17]=[CH:16][C:15]=2[C:25](=[O:27])[CH3:26])[CH2:9][CH2:8]1)(=O)=O.N[C@H]1CC[C@H]([CH2:35][N:36]2[CH2:41][CH2:40][N:39]([C:42]([O:44][C:45]([CH3:48])([CH3:47])[CH3:46])=[O:43])[CH2:38][CH2:37]2)CC1. No catalyst specified. The product is [C:25]([C:15]1[CH:16]=[N:17][C:18]2[C:23]([C:14]=1[NH:13][C@H:10]1[CH2:9][CH2:8][C@H:7]([CH2:35][N:36]3[CH2:41][CH2:40][N:39]([C:42]([O:44][C:45]([CH3:48])([CH3:47])[CH3:46])=[O:43])[CH2:38][CH2:37]3)[CH2:12][CH2:11]1)=[N:22][C:21]([Cl:24])=[CH:20][CH:19]=2)(=[O:27])[CH3:26]. The yield is 0.730. (4) The product is [C:7]([N:11]=[C:1]1[CH2:5][CH2:4][CH2:3][CH2:2]1)([CH3:10])([CH3:9])[CH3:8]. The yield is 0.760. The catalyst is C(OCC)C.CCCCC.[Ti](Cl)(Cl)(Cl)Cl. The reactants are [C:1]1(=O)[CH2:5][CH2:4][CH2:3][CH2:2]1.[C:7]([NH2:11])([CH3:10])([CH3:9])[CH3:8].